Predict the reaction yield, written as a fraction of the theoretical maximum amount of product (1.0 means a 100% yield; for example, 0.34 means a 34% yield). From a dataset of Reaction yield outcomes from USPTO patents with 853,638 reactions. (1) The reactants are [Br:1][C:2]1[C:3]([O:18][C:19]2[C:24]([CH3:25])=[CH:23][C:22]([C:26]#[N:27])=[CH:21][C:20]=2[CH3:28])=[N:4][C:5]([NH:9][C:10]2[CH:17]=[CH:16][C:13]([C:14]#[N:15])=[CH:12][CH:11]=2)=[N:6][C:7]=1Cl.[NH3:29].O1CCOCC1. The catalyst is O. The product is [NH2:29][C:7]1[C:2]([Br:1])=[C:3]([O:18][C:19]2[C:24]([CH3:25])=[CH:23][C:22]([C:26]#[N:27])=[CH:21][C:20]=2[CH3:28])[N:4]=[C:5]([NH:9][C:10]2[CH:17]=[CH:16][C:13]([C:14]#[N:15])=[CH:12][CH:11]=2)[N:6]=1. The yield is 0.405. (2) The reactants are [F:1][C:2]1[CH:7]=[CH:6][C:5]([C:8]([C:13]2[CH:14]=[N:15][C:16]([N:19]3[CH2:24][CH2:23][N:22]([C:25]([O:27][C:28]([CH3:31])([CH3:30])[CH3:29])=[O:26])[CH2:21][CH2:20]3)=[N:17][CH:18]=2)([CH2:11][OH:12])[CH2:9]O)=[CH:4][CH:3]=1.C1(P(C2C=CC=CC=2)C2C=CC=CC=2)C=CC=CC=1.N(C(OC(C)C)=O)=NC(OC(C)C)=O. The catalyst is C1COCC1.CN(C([S-])=S)C.CN(C([S-])=S)C.[Zn+2]. The product is [F:1][C:2]1[CH:3]=[CH:4][C:5]([C:8]2([C:13]3[CH:14]=[N:15][C:16]([N:19]4[CH2:20][CH2:21][N:22]([C:25]([O:27][C:28]([CH3:30])([CH3:31])[CH3:29])=[O:26])[CH2:23][CH2:24]4)=[N:17][CH:18]=3)[CH2:9][O:12][CH2:11]2)=[CH:6][CH:7]=1. The yield is 0.0600.